Dataset: NCI-60 drug combinations with 297,098 pairs across 59 cell lines. Task: Regression. Given two drug SMILES strings and cell line genomic features, predict the synergy score measuring deviation from expected non-interaction effect. (1) Drug 1: C1=C(C(=O)NC(=O)N1)F. Drug 2: CC1=C(C(=O)C2=C(C1=O)N3CC4C(C3(C2COC(=O)N)OC)N4)N. Cell line: IGROV1. Synergy scores: CSS=49.1, Synergy_ZIP=9.59, Synergy_Bliss=12.7, Synergy_Loewe=15.0, Synergy_HSA=16.3. (2) Drug 1: CC12CCC3C(C1CCC2O)C(CC4=C3C=CC(=C4)O)CCCCCCCCCS(=O)CCCC(C(F)(F)F)(F)F. Drug 2: CNC(=O)C1=NC=CC(=C1)OC2=CC=C(C=C2)NC(=O)NC3=CC(=C(C=C3)Cl)C(F)(F)F. Cell line: OVCAR-5. Synergy scores: CSS=-6.61, Synergy_ZIP=2.25, Synergy_Bliss=0.0456, Synergy_Loewe=-9.92, Synergy_HSA=-8.64. (3) Drug 2: C1CNP(=O)(OC1)N(CCCl)CCCl. Drug 1: CC1OCC2C(O1)C(C(C(O2)OC3C4COC(=O)C4C(C5=CC6=C(C=C35)OCO6)C7=CC(=C(C(=C7)OC)O)OC)O)O. Cell line: EKVX. Synergy scores: CSS=16.5, Synergy_ZIP=-4.64, Synergy_Bliss=0.664, Synergy_Loewe=-19.6, Synergy_HSA=-1.61.